This data is from Caco-2 cell permeability data measuring drug intestinal absorption for ~900 compounds. The task is: Regression/Classification. Given a drug SMILES string, predict its absorption, distribution, metabolism, or excretion properties. Task type varies by dataset: regression for continuous measurements (e.g., permeability, clearance, half-life) or binary classification for categorical outcomes (e.g., BBB penetration, CYP inhibition). For this dataset (caco2_wang), we predict Y. (1) The molecule is CC[C@@H]1OC(=O)[C@@H](C)[C@H](O[C@@H]2C[C@](C)(OC)[C@H](O)[C@@H](C)O2)[C@H](C)[C@H](O[C@@H]2O[C@H](C)C[C@H](N(C)C)[C@H]2O)[C@@](C)(O)C[C@@H](C)/C(=N\OCOCCOC)[C@H](C)[C@@H](O)[C@@]1(C)O. The Y is -5.74 log Papp (cm/s). (2) The compound is CSc1nc2cc(C(=O)N3CCC(C)CC3)ccc2[nH]1. The Y is -4.54 log Papp (cm/s). (3) The compound is CC(C)(C)c1ccc(C(O)CCCN2CCC(C(O)(c3ccccc3)c3ccccc3)CC2)cc1. The Y is -5.26 log Papp (cm/s). (4) The compound is O=c1cc(-c2ccc(O)cc2)oc2cc(O)ccc12. The Y is -5.21 log Papp (cm/s). (5) The drug is CC(C)OC(=O)[C@H](Cc1ccc(OC(=O)N(C)C)cc1)NC(=O)[C@H]1N(S(=O)(=O)c2cnn(C)c2)CSC1(C)C. The Y is -5.17 log Papp (cm/s).